Dataset: M1 muscarinic receptor antagonist screen with 61,756 compounds. Task: Binary Classification. Given a drug SMILES string, predict its activity (active/inactive) in a high-throughput screening assay against a specified biological target. (1) The drug is o1c2c(c(nc3c2cccc3)C)cc1C(=O)NCc1ncccc1. The result is 0 (inactive). (2) The molecule is S1(=O)(=O)N=C(NCc2ccccc2)c2c1cccc2. The result is 0 (inactive).